This data is from Catalyst prediction with 721,799 reactions and 888 catalyst types from USPTO. The task is: Predict which catalyst facilitates the given reaction. (1) Reactant: [C:9](O[C:9]([O:11][C:12]([CH3:15])([CH3:14])[CH3:13])=[O:10])([O:11][C:12]([CH3:15])([CH3:14])[CH3:13])=[O:10].ClCCl.[CH2:19]([CH:28]1[CH2:33][CH2:32][NH:31][CH2:30][CH2:29]1)[CH2:20][CH2:21][CH:22]1[CH2:27][CH2:26][NH:25][CH2:24][CH2:23]1. The catalyst class is: 22. Product: [NH:25]1[CH2:26][CH2:27][CH:22]([CH2:21][CH2:20][CH2:19][CH:28]2[CH2:29][CH2:30][N:31]([C:9]([O:11][C:12]([CH3:13])([CH3:14])[CH3:15])=[O:10])[CH2:32][CH2:33]2)[CH2:23][CH2:24]1. (2) Reactant: [NH2:1][C:2]1[CH:7]=[CH:6][C:5]([Cl:8])=[CH:4][C:3]=1[OH:9].C(=O)(O)[O-].[Na+].[C:15](Cl)(=[O:22])[C:16]1[CH:21]=[CH:20][CH:19]=[CH:18][CH:17]=1. Product: [Cl:8][C:5]1[CH:6]=[CH:7][C:2]([NH:1][C:15](=[O:22])[C:16]2[CH:21]=[CH:20][CH:19]=[CH:18][CH:17]=2)=[C:3]([OH:9])[CH:4]=1. The catalyst class is: 161. (3) Reactant: [CH3:1][N:2]1[CH:6]=[C:5]([NH:7][C:8]([C:10]2[C:15]([NH:16][C:17]3[CH:18]=[N:19][CH:20]=[N:21][CH:22]=3)=[N:14][CH:13]=[C:12]([C:23](=[O:25])[CH3:24])[N:11]=2)=[O:9])[C:4]([C:26](=[O:29])[NH:27][CH3:28])=[N:3]1.[BH4-].[Na+]. Product: [CH3:1][N:2]1[CH:6]=[C:5]([NH:7][C:8]([C:10]2[C:15]([NH:16][C:17]3[CH:22]=[N:21][CH:20]=[N:19][CH:18]=3)=[N:14][CH:13]=[C:12]([CH:23]([OH:25])[CH3:24])[N:11]=2)=[O:9])[C:4]([C:26](=[O:29])[NH:27][CH3:28])=[N:3]1. The catalyst class is: 8. (4) Reactant: [C:1]([O:5][C:6]([N:8]1[CH2:15][CH2:14][CH2:13][C@H:9]1[C:10]([OH:12])=O)=[O:7])([CH3:4])([CH3:3])[CH3:2].Cl.[CH3:17][O:18][C:19](=[O:26])[CH2:20][CH2:21][C:22]([CH2:24][NH2:25])=[O:23].C1C=CC2N(O)N=NC=2C=1.C(Cl)CCl.C(N(CC)CC)C. Product: [CH3:17][O:18][C:19](=[O:26])[CH2:20][CH2:21][C:22]([CH2:24][NH:25][C:10]([C@@H:9]1[CH2:13][CH2:14][CH2:15][N:8]1[C:6]([O:5][C:1]([CH3:2])([CH3:3])[CH3:4])=[O:7])=[O:12])=[O:23]. The catalyst class is: 34. (5) Reactant: [CH3:1][O:2][C:3]([C@H:5]1[CH2:7][C@@H:6]1[C:8]([OH:10])=O)=[O:4].C(Cl)(=O)C([Cl:14])=O. Product: [C:8]([C@H:6]1[CH2:7][C@@H:5]1[C:3]([O:2][CH3:1])=[O:4])([Cl:14])=[O:10]. The catalyst class is: 59. (6) Reactant: [Br:1][C:2]1[N:7]2[CH:8]=[CH:9][N:10]=[C:6]2[C:5]([NH:11][C:12]2[CH:20]=[CH:19][C:15]([C:16]([OH:18])=O)=[CH:14][CH:13]=2)=[N:4][CH:3]=1.[NH2:21][CH2:22][C:23]1[CH:28]=[CH:27][C:26]([OH:29])=[CH:25][CH:24]=1.C(N(CC)C(C)C)(C)C.F[P-](F)(F)(F)(F)F.N1(OC(N(C)C)=[N+](C)C)C2N=CC=CC=2N=N1. Product: [Br:1][C:2]1[N:7]2[CH:8]=[CH:9][N:10]=[C:6]2[C:5]([NH:11][C:12]2[CH:13]=[CH:14][C:15]([C:16]([NH:21][CH2:22][C:23]3[CH:28]=[CH:27][C:26]([OH:29])=[CH:25][CH:24]=3)=[O:18])=[CH:19][CH:20]=2)=[N:4][CH:3]=1. The catalyst class is: 3. (7) The catalyst class is: 2. Reactant: [Cl:1][C:2]1[CH:10]=[CH:9][C:5]([C:6](O)=[O:7])=[CH:4][CH:3]=1.Cl.CN1CC[O:16][CH2:15]C1.Cl.C[N:21]([CH3:30])CCCN=C=NCC. Product: [Cl:1][C:2]1[CH:10]=[CH:9][C:5]([C:6]([N:21]([O:16][CH3:15])[CH3:30])=[O:7])=[CH:4][CH:3]=1. (8) Reactant: [CH3:1][N:2]1[CH:6]=[CH:5][N:4]=[C:3]1[CH2:7][O:8][C:9]1[CH:14]=[CH:13][CH:12]=[CH:11][C:10]=1[N+:15]([O-])=O. Product: [CH3:1][N:2]1[CH:6]=[CH:5][N:4]=[C:3]1[CH2:7][O:8][C:9]1[CH:14]=[CH:13][CH:12]=[CH:11][C:10]=1[NH2:15]. The catalyst class is: 19.